This data is from Full USPTO retrosynthesis dataset with 1.9M reactions from patents (1976-2016). The task is: Predict the reactants needed to synthesize the given product. (1) Given the product [CH:21]1[C:16]([CH2:15][C@@H:14]([NH2:25])[CH2:13][C:12]([N:10]2[CH2:11][C:6]3=[N:5][N:4]=[C:3]([C:2]([F:35])([F:34])[F:1])[N:7]3[CH2:8][CH2:9]2)=[O:33])=[C:17]([F:24])[CH:18]=[C:19]([F:23])[C:20]=1[F:22], predict the reactants needed to synthesize it. The reactants are: [F:1][C:2]([F:35])([F:34])[C:3]1[N:7]2[CH2:8][CH2:9][N:10]([C:12](=[O:33])[CH2:13][C@H:14]([NH:25]C(=O)OC(C)(C)C)[CH2:15][C:16]3[CH:21]=[C:20]([F:22])[C:19]([F:23])=[CH:18][C:17]=3[F:24])[CH2:11][C:6]2=[N:5][N:4]=1.Cl. (2) Given the product [CH2:9]([NH:11][C@@H:12]1[C:21]2[N:20]=[CH:19][CH:18]=[CH:17][C:16]=2[CH2:15][CH2:14][CH2:13]1)[CH2:6][CH3:5], predict the reactants needed to synthesize it. The reactants are: COC1C=C[C:6]([C@@H:9]([NH:11][C@@H:12]2[C:21]3[N:20]=[CH:19][CH:18]=[CH:17][C:16]=3[CH2:15][CH2:14][CH2:13]2)C)=[CH:5]C=1.C(O)(=O)C.C(=O)CC.C(O[BH-](OC(=O)C)OC(=O)C)(=O)C.[Na+]. (3) Given the product [F:1][C:2]1[CH:21]=[CH:20][C:5]2[C:6]([C:9]3[CH:10]=[C:11]([CH:12]=[CH:13][CH:14]=3)[O:15][CH2:16][C@H:17]([OH:18])[CH2:19][NH:28][CH2:27][C:23]3[S:22][CH:26]=[CH:25][CH:24]=3)=[N:7][O:8][C:4]=2[CH:3]=1, predict the reactants needed to synthesize it. The reactants are: [F:1][C:2]1[CH:21]=[CH:20][C:5]2[C:6]([C:9]3[CH:14]=[CH:13][CH:12]=[C:11]([O:15][CH2:16][C@H:17]4[CH2:19][O:18]4)[CH:10]=3)=[N:7][O:8][C:4]=2[CH:3]=1.[S:22]1[CH:26]=[CH:25][CH:24]=[C:23]1[CH2:27][NH2:28]. (4) Given the product [CH3:21][O:9][C:8](=[O:10])[C:7]1[CH:11]=[CH:12][CH:13]=[CH:14][C:6]=1[N:5]([S:2]([CH3:1])(=[O:4])=[O:3])[C:15]1[CH:20]=[CH:19][CH:18]=[CH:17][CH:16]=1, predict the reactants needed to synthesize it. The reactants are: [CH3:1][S:2]([N:5]([C:15]1[CH:20]=[CH:19][CH:18]=[CH:17][CH:16]=1)[C:6]1[CH:14]=[CH:13][CH:12]=[CH:11][C:7]=1[C:8]([OH:10])=[O:9])(=[O:4])=[O:3].[C:21](=O)([O-])[O-].[K+].[K+].IC. (5) Given the product [CH:1]([C@H:4]([CH2:8]/[CH:9]=[CH:10]/[CH2:11][C@H:12]([CH2:16][C:17]1[CH:22]=[CH:21][C:20]([O:23][CH3:24])=[C:19]([O:25][CH2:26][CH2:27][CH2:28][O:29][CH3:30])[CH:18]=1)[CH:13]([CH3:15])[CH3:14])[C:5]([OH:7])=[O:6])([CH3:2])[CH3:3], predict the reactants needed to synthesize it. The reactants are: [CH:1]([C@H:4]([CH2:8]/[CH:9]=[CH:10]/[CH2:11][C@H:12]([C:16](=O)[C:17]1[CH:22]=[CH:21][C:20]([O:23][CH3:24])=[C:19]([O:25][CH2:26][CH2:27][CH2:28][O:29][CH3:30])[CH:18]=1)[CH:13]([CH3:15])[CH3:14])[C:5]([OH:7])=[O:6])([CH3:3])[CH3:2].C([SiH](CC)CC)C.O. (6) The reactants are: CCN=C=NCCCN(C)C.CS(C)=O.[CH3:16][O:17][C:18](=[O:34])[CH2:19][CH2:20][CH2:21][C:22]#[C:23][CH2:24][N:25]1[C:30](=[O:31])[CH2:29][CH2:28][CH2:27][C@@H:26]1[CH2:32][OH:33].FC(F)(F)C([O-])=O.[NH+]1C=CC=CC=1. Given the product [CH3:16][O:17][C:18](=[O:34])[CH2:19][CH2:20][CH2:21][C:22]#[C:23][CH2:24][N:25]1[C:30](=[O:31])[CH2:29][CH2:28][CH2:27][C@@H:26]1[CH:32]=[O:33], predict the reactants needed to synthesize it. (7) Given the product [CH3:1][O:2][C:3]([C:5]1[CH:13]=[C:12]2[C:8]([C:9]([CH:24]3[CH2:29][CH2:28][CH2:27][CH2:26][CH2:25]3)=[C:10]([C:35]3[CH:36]=[CH:37][C:38]([N+:39]([O-:41])=[O:40])=[C:33]([CH:32]([O:31][CH3:30])[O:45][CH3:46])[CH:34]=3)[N:11]2[CH2:14][C:15]([N:17]2[CH2:22][CH2:21][O:20][CH2:19][CH2:18]2)=[O:16])=[CH:7][CH:6]=1)=[O:4], predict the reactants needed to synthesize it. The reactants are: [CH3:1][O:2][C:3]([C:5]1[CH:13]=[C:12]2[C:8]([C:9]([CH:24]3[CH2:29][CH2:28][CH2:27][CH2:26][CH2:25]3)=[C:10](Br)[N:11]2[CH2:14][C:15]([N:17]2[CH2:22][CH2:21][O:20][CH2:19][CH2:18]2)=[O:16])=[CH:7][CH:6]=1)=[O:4].[CH3:30][O:31][CH:32]([O:45][CH3:46])[C:33]1[CH:34]=[C:35](B(O)O)[CH:36]=[CH:37][C:38]=1[N+:39]([O-:41])=[O:40].